This data is from Full USPTO retrosynthesis dataset with 1.9M reactions from patents (1976-2016). The task is: Predict the reactants needed to synthesize the given product. (1) Given the product [CH3:1][O:2][C:3]1[CH:4]=[C:5]2[C:10](=[CH:11][C:12]=1[O:13][CH3:14])[N:9]=[CH:8][N:7]=[C:6]2[O:15][C:16]1[CH:22]=[CH:21][C:19]([NH:20][C:24](=[O:26])[O:44][CH:39]([CH2:40][CH2:41][CH2:42][CH3:43])[CH2:38][CH2:37][CH2:36][CH3:35])=[CH:18][CH:17]=1, predict the reactants needed to synthesize it. The reactants are: [CH3:1][O:2][C:3]1[CH:4]=[C:5]2[C:10](=[CH:11][C:12]=1[O:13][CH3:14])[N:9]=[CH:8][N:7]=[C:6]2[O:15][C:16]1[CH:22]=[CH:21][C:19]([NH2:20])=[CH:18][CH:17]=1.Cl[C:24](Cl)([O:26]C(=O)OC(Cl)(Cl)Cl)Cl.[CH3:35][CH2:36][CH2:37][CH2:38][CH:39]([OH:44])[CH2:40][CH2:41][CH2:42][CH3:43].C(=O)(O)[O-].[Na+]. (2) The reactants are: [C:1]1([C:7]2[N:8]=[CH:9][C:10]([O:19][CH2:20][CH2:21][CH2:22][CH2:23][O:24]C3CCCCO3)=[N:11][C:12]=2[C:13]2[CH:18]=[CH:17][CH:16]=[CH:15][CH:14]=2)[CH:6]=[CH:5][CH:4]=[CH:3][CH:2]=1.C1C=CC(N=NC2C=CC(N)=NC=2N)=CC=1.Cl.CC1C=CC(S(O)(=O)=O)=CC=1. Given the product [C:1]1([C:7]2[N:8]=[CH:9][C:10]([O:19][CH2:20][CH2:21][CH2:22][CH2:23][OH:24])=[N:11][C:12]=2[C:13]2[CH:14]=[CH:15][CH:16]=[CH:17][CH:18]=2)[CH:2]=[CH:3][CH:4]=[CH:5][CH:6]=1, predict the reactants needed to synthesize it. (3) Given the product [CH2:1]([C:8]1([CH3:30])[C:13](=[O:14])[N:12]([CH3:15])[C:11](=[O:16])[N:10]([CH2:17][C:18](=[O:19])[C:23]2[CH:28]=[CH:27][CH:26]=[CH:25][CH:24]=2)[C:9]1=[O:29])[C:2]1[CH:7]=[CH:6][CH:5]=[CH:4][CH:3]=1, predict the reactants needed to synthesize it. The reactants are: [CH2:1]([C:8]1([CH3:30])[C:13](=[O:14])[N:12]([CH3:15])[C:11](=[O:16])[N:10]([CH2:17][C:18]2([C:23]3[CH:28]=[CH:27][CH:26]=[CH:25][CH:24]=3)OCC[O:19]2)[C:9]1=[O:29])[C:2]1[CH:7]=[CH:6][CH:5]=[CH:4][CH:3]=1.Cl. (4) Given the product [Br:1][C:2]1[CH:3]=[CH:4][C:5]([N:8]2[CH2:12][CH2:11][C@@H:10]([O:13][S:22]([CH3:21])(=[O:24])=[O:23])[CH2:9]2)=[N:6][CH:7]=1, predict the reactants needed to synthesize it. The reactants are: [Br:1][C:2]1[CH:3]=[CH:4][C:5]([N:8]2[CH2:12][CH2:11][C@@H:10]([OH:13])[CH2:9]2)=[N:6][CH:7]=1.CCN(CC)CC.[CH3:21][S:22](Cl)(=[O:24])=[O:23]. (5) Given the product [CH3:23][C:20]([O:19][CH:14]([C:7]1[N:8]([CH3:13])[C:9](=[O:12])[C:10]2[C:5]([C:6]=1[C:24]1[CH:29]=[CH:28][C:27]([CH3:30])=[C:26]([CH3:31])[CH:25]=1)=[CH:4][CH:3]=[C:2]([CH2:33][CH:34]([CH3:36])[CH3:35])[CH:11]=2)[C:15]([OH:17])=[O:16])([CH3:21])[CH3:22], predict the reactants needed to synthesize it. The reactants are: Br[C:2]1[CH:11]=[C:10]2[C:5]([C:6]([C:24]3[CH:29]=[CH:28][C:27]([CH3:30])=[C:26]([CH3:31])[CH:25]=3)=[C:7]([CH:14]([O:19][C:20]([CH3:23])([CH3:22])[CH3:21])[C:15]([O:17]C)=[O:16])[N:8]([CH3:13])[C:9]2=[O:12])=[CH:4][CH:3]=1.[Br-].[CH2:33]([Zn+])[CH:34]([CH3:36])[CH3:35]. (6) Given the product [NH2:13][C:14]1[CH:15]=[C:16]([OH:21])[N:17]=[C:18]([NH:1][C:2]2[CH:3]=[C:4]([NH:8][S:9]([CH3:12])(=[O:11])=[O:10])[CH:5]=[CH:6][CH:7]=2)[N:19]=1, predict the reactants needed to synthesize it. The reactants are: [NH2:1][C:2]1[CH:3]=[C:4]([NH:8][S:9]([CH3:12])(=[O:11])=[O:10])[CH:5]=[CH:6][CH:7]=1.[NH2:13][C:14]1[N:19]=[C:18](Br)[N:17]=[C:16]([OH:21])[CH:15]=1. (7) Given the product [CH3:41][O:40][C:38](=[O:39])[C:37]1[CH:42]=[CH:43][C:34]([CH2:32][NH:17][CH2:16][C:13]2[N:12]=[C:11]([C:10]([S:7]([C:1]3[CH:2]=[CH:3][CH:4]=[CH:5][CH:6]=3)(=[O:9])=[O:8])([CH:19]3[CH2:31][C:22]4[NH:23][C:24]5[CH:25]=[CH:26][C:27]([Cl:30])=[CH:28][C:29]=5[C:21]=4[CH2:20]3)[F:18])[O:15][N:14]=2)=[CH:35][CH:36]=1, predict the reactants needed to synthesize it. The reactants are: [C:1]1([S:7]([C:10]([CH:19]2[CH2:31][C:22]3[NH:23][C:24]4[CH:25]=[CH:26][C:27]([Cl:30])=[CH:28][C:29]=4[C:21]=3[CH2:20]2)([F:18])[C:11]2[O:15][N:14]=[C:13]([CH2:16][NH2:17])[N:12]=2)(=[O:9])=[O:8])[CH:6]=[CH:5][CH:4]=[CH:3][CH:2]=1.[CH:32]([C:34]1[CH:43]=[CH:42][C:37]([C:38]([O:40][CH3:41])=[O:39])=[CH:36][CH:35]=1)=O.C([BH3-])#N.[Na+]. (8) Given the product [N:19]([CH2:22][CH2:23][CH2:24][NH:25][C:2]1[N:1]=[C:8]([Cl:9])[N:7]=[C:5]([Cl:6])[N:4]=1)=[N+:20]=[N-:21], predict the reactants needed to synthesize it. The reactants are: [N:1]1[C:8]([Cl:9])=[N:7][C:5]([Cl:6])=[N:4][C:2]=1Cl.C(N(C(C)C)CC)(C)C.[N:19]([CH2:22][CH2:23][CH2:24][NH2:25])=[N+:20]=[N-:21].